This data is from Catalyst prediction with 721,799 reactions and 888 catalyst types from USPTO. The task is: Predict which catalyst facilitates the given reaction. (1) The catalyst class is: 1. Product: [F:21][C:2]([F:1])([F:20])[C:3]1[CH:4]=[C:5]([C@H:13]2[O:17][C:16](=[O:18])[N:15]([CH2:31][C:24]3[C:23]([Br:22])=[CH:28][N:27]=[C:26]([S:29][CH3:30])[N:25]=3)[C@H:14]2[CH3:19])[CH:6]=[C:7]([C:9]([F:10])([F:11])[F:12])[CH:8]=1. Reactant: [F:1][C:2]([F:21])([F:20])[C:3]1[CH:4]=[C:5]([C@H:13]2[O:17][C:16](=[O:18])[NH:15][C@H:14]2[CH3:19])[CH:6]=[C:7]([C:9]([F:12])([F:11])[F:10])[CH:8]=1.[Br:22][C:23]1[C:24]([CH2:31]S(C)(=O)=O)=[N:25][C:26]([S:29][CH3:30])=[N:27][CH:28]=1.[NH4+].[Cl-]. (2) Reactant: F[C:2]1[CH:7]=[CH:6][C:5]([N+:8]([O-:10])=[O:9])=[CH:4][CH:3]=1.[NH:11]([CH2:15][CH2:16][OH:17])[CH2:12][CH2:13][OH:14]. Product: [OH:14][CH2:13][CH2:12][N:11]([C:2]1[CH:7]=[CH:6][C:5]([N+:8]([O-:10])=[O:9])=[CH:4][CH:3]=1)[CH2:15][CH2:16][OH:17]. The catalyst class is: 138. (3) Reactant: C(=O)([O-])O.[K+].Br[CH2:7][C:8]1[O:9][C:10](=[O:14])[O:11][C:12]=1[CH3:13].[C:15]1([S:21]([NH:24][C:25]2[CH:26]=[C:27]([C@@H:31]([OH:51])[CH2:32][NH:33][C:34]([CH3:50])([CH3:49])[CH2:35][CH2:36][N:37]3[C:45]4[C:40](=[CH:41][C:42]([C:46]([OH:48])=[O:47])=[CH:43][CH:44]=4)[CH:39]=[CH:38]3)[CH:28]=[CH:29][CH:30]=2)(=[O:23])=[O:22])[CH:20]=[CH:19][CH:18]=[CH:17][CH:16]=1. Product: [C:15]1([S:21]([NH:24][C:25]2[CH:26]=[C:27]([C@@H:31]([OH:51])[CH2:32][NH:33][C:34]([CH3:49])([CH3:50])[CH2:35][CH2:36][N:37]3[C:45]4[C:40](=[CH:41][C:42]([C:46]([O:48][CH2:7][C:8]5[O:9][C:10](=[O:14])[O:11][C:12]=5[CH3:13])=[O:47])=[CH:43][CH:44]=4)[CH:39]=[CH:38]3)[CH:28]=[CH:29][CH:30]=2)(=[O:23])=[O:22])[CH:20]=[CH:19][CH:18]=[CH:17][CH:16]=1. The catalyst class is: 3. (4) Reactant: [Si:1]([O:8][CH2:9][C:10]1[CH:15]=[CH:14][C:13](Br)=[CH:12][C:11]=1[O:17][CH3:18])([C:4]([CH3:7])([CH3:6])[CH3:5])([CH3:3])[CH3:2].[Li]CCCC.[CH:24](=[O:31])[C:25]1[CH:30]=[CH:29][CH:28]=[CH:27][CH:26]=1.O. Product: [Si:1]([O:8][CH2:9][C:10]1[CH:15]=[CH:14][C:13]([CH:24]([C:25]2[CH:30]=[CH:29][CH:28]=[CH:27][CH:26]=2)[OH:31])=[CH:12][C:11]=1[O:17][CH3:18])([C:4]([CH3:7])([CH3:6])[CH3:5])([CH3:3])[CH3:2]. The catalyst class is: 773. (5) Reactant: [OH:1][C:2]1[CH:7]=[CH:6][C:5]([C:8]2[CH:13]=[CH:12][C:11]([C:14]([O:16][CH2:17][CH3:18])=[O:15])=[CH:10][CH:9]=2)=[CH:4][CH:3]=1.[CH2:19]([O:23][CH2:24][CH2:25]Br)[CH2:20][CH2:21][CH3:22].C([O-])([O-])=O.[K+].[K+]. Product: [CH2:19]([O:23][CH2:24][CH2:25][O:1][C:2]1[CH:3]=[CH:4][C:5]([C:8]2[CH:13]=[CH:12][C:11]([C:14]([O:16][CH2:17][CH3:18])=[O:15])=[CH:10][CH:9]=2)=[CH:6][CH:7]=1)[CH2:20][CH2:21][CH3:22]. The catalyst class is: 23. (6) Reactant: Br[C:2]1[CH:10]=[C:6]([C:7](O)=[O:8])[C:5]([OH:11])=[C:4]([N+]([O-])=O)[CH:3]=1.S(Cl)(Cl)=O.[CH3:19][NH:20][CH3:21].C1COCC1.S(=O)(=O)(O)O. Product: [OH:11][C:5]1[CH:4]=[CH:3][CH:2]=[CH:10][C:6]=1[C:7]([N:20]([CH3:21])[CH3:19])=[O:8]. The catalyst class is: 192. (7) Reactant: [C:1]([O:5][C:6]([N:8]([CH2:16][C:17]1[CH:22]=[CH:21][CH:20]=[C:19]([C:23]2[CH2:27][CH2:26][CH2:25][CH:24]=2)[CH:18]=1)[C:9](=[O:15])[O:10][C:11]([CH3:14])([CH3:13])[CH3:12])=[O:7])([CH3:4])([CH3:3])[CH3:2]. Product: [C:11]([O:10][C:9]([N:8]([CH2:16][C:17]1[CH:22]=[CH:21][CH:20]=[C:19]([CH:23]2[CH2:24][CH2:25][CH2:26][CH2:27]2)[CH:18]=1)[C:6](=[O:7])[O:5][C:1]([CH3:4])([CH3:3])[CH3:2])=[O:15])([CH3:12])([CH3:13])[CH3:14]. The catalyst class is: 586. (8) Reactant: [I-].C[S+](C)(C)=O.[CH3:7]C(C)([O-])C.[K+].[C:13]([CH:15]=[C:16]1[CH2:21][CH2:20][N:19]([C:22]2[CH:27]=[CH:26][C:25]([N:28]3[CH2:32][C@H:31]([CH2:33][NH:34][C:35](=[O:37])[CH3:36])[O:30][C:29]3=[O:38])=[CH:24][CH:23]=2)[CH2:18][CH2:17]1)#[N:14].[Cl-].[NH4+]. Product: [C:13]([CH:15]1[C:16]2([CH2:21][CH2:20][N:19]([C:22]3[CH:27]=[CH:26][C:25]([N:28]4[CH2:32][C@H:31]([CH2:33][NH:34][C:35](=[O:37])[CH3:36])[O:30][C:29]4=[O:38])=[CH:24][CH:23]=3)[CH2:18][CH2:17]2)[CH2:7]1)#[N:14]. The catalyst class is: 16. (9) Reactant: [NH2:1][C:2]1[N:6]([CH2:7][C:8]([O:10][CH2:11][CH3:12])=[O:9])[N:5]=[C:4]([C:13]2[CH:18]=[CH:17][C:16]([F:19])=[CH:15][CH:14]=2)[CH:3]=1.[C:20](OC(=O)C)(=[O:22])[CH3:21].C(O)C. Product: [C:20]([NH:1][C:2]1[N:6]([CH2:7][C:8]([O:10][CH2:11][CH3:12])=[O:9])[N:5]=[C:4]([C:13]2[CH:14]=[CH:15][C:16]([F:19])=[CH:17][CH:18]=2)[CH:3]=1)(=[O:22])[CH3:21]. The catalyst class is: 17.